This data is from Forward reaction prediction with 1.9M reactions from USPTO patents (1976-2016). The task is: Predict the product of the given reaction. The product is: [NH:1]1[CH:5]=[CH:4][N:3]=[C:2]1[CH2:6][N:7]([CH2:14][C:15]1[CH:16]=[CH:17][C:18]([CH2:19][N:24]2[CH:25]([C:40]([O:42][CH2:43][CH3:44])=[O:41])[CH2:26][C:27]3([CH2:28][CH2:29][N:30]([C:33]([O:35][C:36]([CH3:39])([CH3:38])[CH3:37])=[O:34])[CH2:31][CH2:32]3)[CH2:23]2)=[CH:21][CH:22]=1)[CH2:8][C:9]1[NH:10][CH:11]=[CH:12][N:13]=1. Given the reactants [NH:1]1[CH:5]=[CH:4][N:3]=[C:2]1[CH2:6][N:7]([CH2:14][C:15]1[CH:22]=[CH:21][C:18]([CH:19]=O)=[CH:17][CH:16]=1)[CH2:8][C:9]1[NH:10][CH:11]=[CH:12][N:13]=1.[CH2:23]1[C:27]2([CH2:32][CH2:31][N:30]([C:33]([O:35][C:36]([CH3:39])([CH3:38])[CH3:37])=[O:34])[CH2:29][CH2:28]2)[CH2:26][CH:25]([C:40]([O:42][CH2:43][CH3:44])=[O:41])[NH:24]1.C(O[BH-](OC(=O)C)OC(=O)C)(=O)C.[Na+].C(=O)([O-])O.[Na+], predict the reaction product.